This data is from Peptide-MHC class II binding affinity with 134,281 pairs from IEDB. The task is: Regression. Given a peptide amino acid sequence and an MHC pseudo amino acid sequence, predict their binding affinity value. This is MHC class II binding data. (1) The peptide sequence is KINDKCPSTGEAHLA. The MHC is DRB1_1302 with pseudo-sequence DRB1_1302. The binding affinity (normalized) is 0. (2) The binding affinity (normalized) is 0.310. The MHC is HLA-DQA10501-DQB10301 with pseudo-sequence HLA-DQA10501-DQB10301. The peptide sequence is LLDILDTAGLEEYSAMRD. (3) The peptide sequence is SSDTQIPGVCKEILS. The MHC is DRB1_0101 with pseudo-sequence DRB1_0101. The binding affinity (normalized) is 0.314. (4) The binding affinity (normalized) is 0.603. The MHC is DRB1_0401 with pseudo-sequence DRB1_0401. The peptide sequence is LLNAKFFHMNIYECK. (5) The peptide sequence is EKKYFAATQFECLAA. The MHC is HLA-DPA10301-DPB10402 with pseudo-sequence HLA-DPA10301-DPB10402. The binding affinity (normalized) is 0.886. (6) The peptide sequence is APATPAAAGAEAGKA. The MHC is DRB1_1201 with pseudo-sequence DRB1_1201. The binding affinity (normalized) is 0.0206. (7) The peptide sequence is LRDNIQGITKPAIRR. The MHC is DRB1_0101 with pseudo-sequence DRB1_0101. The binding affinity (normalized) is 0.750.